Dataset: Reaction yield outcomes from USPTO patents with 853,638 reactions. Task: Predict the reaction yield, written as a fraction of the theoretical maximum amount of product (1.0 means a 100% yield; for example, 0.34 means a 34% yield). The reactants are [CH:1]([O:4][C:5]1[CH:6]=[C:7]([OH:11])[CH:8]=[N:9][CH:10]=1)([CH3:3])[CH3:2].[H-].[Na+].[Cl:14][CH2:15][CH2:16][CH2:17]I.[Na+].[Cl-]. The catalyst is CN(C=O)C.O. The product is [Cl:14][CH2:15][CH2:16][CH2:17][O:11][C:7]1[CH:6]=[C:5]([O:4][CH:1]([CH3:3])[CH3:2])[CH:10]=[N:9][CH:8]=1. The yield is 0.590.